From a dataset of Full USPTO retrosynthesis dataset with 1.9M reactions from patents (1976-2016). Predict the reactants needed to synthesize the given product. (1) Given the product [Cl:13][C:18]1[N:19]=[C:15]([NH:14][CH2:5][C:4]2[CH:7]=[CH:8][C:9]([O:11][CH3:12])=[CH:10][C:3]=2[O:2][CH3:1])[S:16][CH:17]=1, predict the reactants needed to synthesize it. The reactants are: [CH3:1][O:2][C:3]1[CH:10]=[C:9]([O:11][CH3:12])[CH:8]=[CH:7][C:4]=1[CH:5]=O.[ClH:13].[NH2:14][C:15]1[S:16][C:17](Cl)=[CH:18][N:19]=1.CCN(CC)CC.N1CCCCC1.[BH4-].[Na+]. (2) The reactants are: Br[C:2]1[CH:7]=[CH:6][C:5]([C@H:8]([C:20]2[CH:25]=[CH:24][CH:23]=[CH:22][C:21]=2[CH3:26])[CH2:9][C:10]([C:12]2[CH:13]=[CH:14][C:15](=[O:19])[N:16]([CH3:18])[CH:17]=2)=[O:11])=[CH:4][CH:3]=1.[NH:27]1[CH2:32][CH2:31][CH:30]([C:33]([O:35]CC)=[O:34])[CH2:29][CH2:28]1.CC(C)([O-])C.[Na+].C1(P(C2CCCCC2)C2C=CC=CC=2C2C(C(C)C)=CC(C(C)C)=CC=2C(C)C)CCCCC1. Given the product [CH3:18][N:16]1[C:15](=[O:19])[CH:14]=[CH:13][C:12]([C:10](=[O:11])[CH2:9][C@H:8]([C:5]2[CH:4]=[CH:3][C:2]([N:27]3[CH2:28][CH2:29][CH:30]([C:33]([OH:35])=[O:34])[CH2:31][CH2:32]3)=[CH:7][CH:6]=2)[C:20]2[CH:25]=[CH:24][CH:23]=[CH:22][C:21]=2[CH3:26])=[CH:17]1, predict the reactants needed to synthesize it. (3) Given the product [Cl:13][C:14]1[CH:15]=[CH:16][C:17]([C:20]2[S:21][C:22]([C:31]([C:28]3[CH:29]=[CH:30][N:25]=[CH:26][CH:27]=3)([OH:33])[CH3:32])=[CH:23][N:24]=2)=[CH:18][CH:19]=1, predict the reactants needed to synthesize it. The reactants are: C(NC(C)C)(C)C.[Li]CCCC.[Cl:13][C:14]1[CH:19]=[CH:18][C:17]([C:20]2[S:21][CH:22]=[CH:23][N:24]=2)=[CH:16][CH:15]=1.[N:25]1[CH:30]=[CH:29][C:28]([C:31](=[O:33])[CH3:32])=[CH:27][CH:26]=1. (4) Given the product [Cl:16][C:17]1[C:18]([C:27]([F:29])([F:28])[F:30])=[N:19][N:20]([CH2:23][C:24]([N:11]2[CH2:12][CH2:13][C:8]([C:5]3[CH:6]=[CH:7][C:2]([Cl:1])=[CH:3][CH:4]=3)([C:14]#[N:15])[CH2:9][CH2:10]2)=[O:25])[C:21]=1[CH3:22], predict the reactants needed to synthesize it. The reactants are: [Cl:1][C:2]1[CH:7]=[CH:6][C:5]([C:8]2([C:14]#[N:15])[CH2:13][CH2:12][NH:11][CH2:10][CH2:9]2)=[CH:4][CH:3]=1.[Cl:16][C:17]1[C:18]([C:27]([F:30])([F:29])[F:28])=[N:19][N:20]([CH2:23][C:24](O)=[O:25])[C:21]=1[CH3:22].F[P-](F)(F)(F)(F)F.N1(O[P+](N(C)C)(N(C)C)N(C)C)C2C=CC=CC=2N=N1. (5) The reactants are: [Br:1][C:2]1[C:6]2[CH:7]=[N:8][C:9]([C:11]([O:13]C)=[O:12])=[CH:10][C:5]=2[N:4]([CH3:15])[CH:3]=1.C1COCC1. Given the product [Br:1][C:2]1[C:6]2[CH:7]=[N:8][C:9]([C:11]([OH:13])=[O:12])=[CH:10][C:5]=2[N:4]([CH3:15])[CH:3]=1, predict the reactants needed to synthesize it. (6) Given the product [Br:1][C:2]1[C:3]([CH3:10])=[C:4]([Cl:9])[C:5]([O:8][CH2:19][CH2:18][N:15]2[CH2:16][CH2:17][N:12]([CH3:11])[CH2:13][CH2:14]2)=[N:6][CH:7]=1, predict the reactants needed to synthesize it. The reactants are: [Br:1][C:2]1[C:3]([CH3:10])=[C:4]([Cl:9])[C:5]([OH:8])=[N:6][CH:7]=1.[CH3:11][N:12]1[CH2:17][CH2:16][N:15]([CH2:18][CH2:19]O)[CH2:14][CH2:13]1.C1C=CC(P(C2C=CC=CC=2)C2C=CC=CC=2)=CC=1.N(C(OC(C)(C)C)=O)=NC(OC(C)(C)C)=O. (7) Given the product [NH2:2][C:1]1[N:16]([CH:17]2[CH2:18][CH2:19][CH2:20][CH2:21]2)[C:14]2[N:15]=[C:10]([Cl:9])[N:11]=[CH:12][C:13]=2[C:29](=[O:30])[C:3]=1[C:4]([NH2:6])=[O:5], predict the reactants needed to synthesize it. The reactants are: [C:1]([CH2:3][C:4]([NH2:6])=[O:5])#[N:2].[H-].[Na+].[Cl:9][C:10]1(C(F)=O)[N:15]=[C:14]([NH:16][CH:17]2[CH2:21][CH2:20][CH2:19][CH2:18]2)[CH:13]=[CH:12][NH:11]1.Cl.CN([CH:29]=[O:30])C.